From a dataset of NCI-60 drug combinations with 297,098 pairs across 59 cell lines. Regression. Given two drug SMILES strings and cell line genomic features, predict the synergy score measuring deviation from expected non-interaction effect. Cell line: DU-145. Synergy scores: CSS=15.6, Synergy_ZIP=-6.00, Synergy_Bliss=-0.243, Synergy_Loewe=-3.64, Synergy_HSA=0.446. Drug 2: CN(CCCl)CCCl.Cl. Drug 1: CC(CN1CC(=O)NC(=O)C1)N2CC(=O)NC(=O)C2.